From a dataset of Retrosynthesis with 50K atom-mapped reactions and 10 reaction types from USPTO. Predict the reactants needed to synthesize the given product. (1) Given the product COC(=O)c1cc(Cl)ccc1NC(=O)OCc1ccccc1, predict the reactants needed to synthesize it. The reactants are: COC(=O)c1cc(Cl)ccc1N.O=C(Cl)OCc1ccccc1. (2) Given the product I/C=C/c1ccc(OCCN2CCOCC2)cc1, predict the reactants needed to synthesize it. The reactants are: ClCCN1CCOCC1.Oc1ccc(/C=C/I)cc1.